Predict the reactants needed to synthesize the given product. From a dataset of Full USPTO retrosynthesis dataset with 1.9M reactions from patents (1976-2016). (1) Given the product [CH2:2]([O:3][C:4]([C:6]1[NH:7][C:8]2[C:13]([CH:14]=1)=[CH:12][C:11]([Cl:15])=[CH:10][C:9]=2[CH2:16][N:25]1[CH2:30][CH2:29][O:28][CH2:27][CH2:26]1)=[O:5])[CH3:1], predict the reactants needed to synthesize it. The reactants are: [CH3:1][CH2:2][O:3][C:4]([C:6]1[N:7](C(OC(C)(C)C)=O)[C:8]2[C:13]([CH:14]=1)=[CH:12][C:11]([Cl:15])=[CH:10][C:9]=2[CH2:16]Br)=[O:5].[NH:25]1[CH2:30][CH2:29][O:28][CH2:27][CH2:26]1. (2) Given the product [CH3:15][C:13]1([CH3:14])[C:9]([CH3:22])([CH3:8])[O:10][B:11]([C:16]2[CH2:17][CH2:18][N:19]([C:6]([NH2:5])=[O:7])[CH2:20][CH:21]=2)[O:12]1, predict the reactants needed to synthesize it. The reactants are: C[Si]([N:5]=[C:6]=[O:7])(C)C.[CH3:8][C:9]1([CH3:22])[C:13]([CH3:15])([CH3:14])[O:12][B:11]([C:16]2[CH2:17][CH2:18][NH:19][CH2:20][CH:21]=2)[O:10]1.CCN(C(C)C)C(C)C.C([O-])(O)=O.[Na+]. (3) The reactants are: Br[C:2]1[C:3]([N:22]2[CH2:26][CH2:25][C@H:24]([CH2:27][OH:28])[CH2:23]2)=[N:4][CH:5]=[C:6]([CH:21]=1)[C:7]([NH:9][C:10]1[CH:15]=[CH:14][C:13]([O:16][C:17]([F:20])([F:19])[F:18])=[CH:12][CH:11]=1)=[O:8].[CH3:29][C:30]1[S:31][C:32](B2OC(C)(C)C(C)(C)O2)=[CH:33][N:34]=1.C([O-])([O-])=O.[Na+].[Na+]. Given the product [OH:28][CH2:27][C@H:24]1[CH2:25][CH2:26][N:22]([C:3]2[C:2]([C:32]3[S:31][C:30]([CH3:29])=[N:34][CH:33]=3)=[CH:21][C:6]([C:7]([NH:9][C:10]3[CH:15]=[CH:14][C:13]([O:16][C:17]([F:20])([F:19])[F:18])=[CH:12][CH:11]=3)=[O:8])=[CH:5][N:4]=2)[CH2:23]1, predict the reactants needed to synthesize it. (4) Given the product [Cl:1][C:2]1[C:7]([CH:8]([CH3:11])[CH:9]=[O:10])=[CH:6][C:5]([C:12]#[N:13])=[CH:4][C:3]=1[NH:14][C:15]1[N:20]=[C:19]([N:21]([CH:31]2[CH2:32][CH2:33]2)[CH2:22][C:23]2[CH:28]=[CH:27][C:26]([O:29][CH3:30])=[CH:25][CH:24]=2)[C:18]2=[N:34][CH:35]=[C:36]([C:37]#[N:38])[N:17]2[N:16]=1, predict the reactants needed to synthesize it. The reactants are: [Cl:1][C:2]1[C:7]([CH:8]([CH3:11])[CH2:9][OH:10])=[CH:6][C:5]([C:12]#[N:13])=[CH:4][C:3]=1[NH:14][C:15]1[N:20]=[C:19]([N:21]([CH:31]2[CH2:33][CH2:32]2)[CH2:22][C:23]2[CH:28]=[CH:27][C:26]([O:29][CH3:30])=[CH:25][CH:24]=2)[C:18]2=[N:34][CH:35]=[C:36]([C:37]#[N:38])[N:17]2[N:16]=1.CC(OI1(OC(C)=O)(OC(C)=O)OC(=O)C2C=CC=CC1=2)=O. (5) Given the product [CH3:10][C:7]1([CH3:11])[O:6][C@@H:5]([C:3]([O-:4])=[O:2])[CH2:9][O:8]1.[Li+:14], predict the reactants needed to synthesize it. The reactants are: C[O:2][C:3]([C@H:5]1[CH2:9][O:8][C:7]([CH3:11])([CH3:10])[O:6]1)=[O:4].O.[OH-].[Li+:14]. (6) Given the product [ClH:25].[ClH:21].[CH2:1]([C:8]1[CH:12]=[C:11]([CH:23]2[CH2:22][CH2:19][NH:10][CH2:11][CH2:12]2)[N:10]([CH2:19][CH3:20])[N:9]=1)[C:2]1[CH:3]=[CH:4][CH:5]=[CH:6][CH:7]=1, predict the reactants needed to synthesize it. The reactants are: [CH2:1]([C:8]1[CH:12]=[C:11](N2CCCCC2)[N:10]([CH2:19][CH3:20])[N:9]=1)[C:2]1[CH:7]=[CH:6][CH:5]=[CH:4][CH:3]=1.[ClH:21].[C:22]([Cl:25])(=O)[CH3:23]. (7) Given the product [Cl:1][C:2]1[CH:3]=[C:4]([C:9]2[CH:10]=[N:11][C:12]([C:18]3[CH:19]=[N:20][N:21]([CH3:23])[CH:22]=3)=[C:13]([CH:17]=2)[C:14]([NH:30][CH2:29][C:28]2[CH:31]=[CH:32][C:33]([O:34][CH3:35])=[C:26]([O:25][CH3:24])[CH:27]=2)=[O:15])[CH:5]=[C:6]([CH3:8])[CH:7]=1, predict the reactants needed to synthesize it. The reactants are: [Cl:1][C:2]1[CH:3]=[C:4]([C:9]2[CH:10]=[N:11][C:12]([C:18]3[CH:19]=[N:20][N:21]([CH3:23])[CH:22]=3)=[C:13]([CH:17]=2)[C:14](O)=[O:15])[CH:5]=[C:6]([CH3:8])[CH:7]=1.[CH3:24][O:25][C:26]1[CH:27]=[C:28]([CH:31]=[CH:32][C:33]=1[O:34][CH3:35])[CH2:29][NH2:30].C(Cl)CCl.C1C=CC2N(O)N=NC=2C=1.CN1CCOCC1. (8) Given the product [Br:1][C:2]1[CH:7]=[CH:6][C:5]([O:8][CH2:12][CH2:13][OH:9])=[CH:4][CH:3]=1, predict the reactants needed to synthesize it. The reactants are: [Br:1][C:2]1[CH:7]=[CH:6][C:5]([OH:8])=[CH:4][CH:3]=1.[O:9]1[CH2:13][CH2:12]OC1=O.